This data is from Reaction yield outcomes from USPTO patents with 853,638 reactions. The task is: Predict the reaction yield, written as a fraction of the theoretical maximum amount of product (1.0 means a 100% yield; for example, 0.34 means a 34% yield). The reactants are [OH-].[K+].[CH:3]1[C:15]2[NH:14][C:13]3[C:8](=[CH:9][CH:10]=[CH:11][CH:12]=3)[C:7]=2[CH:6]=[CH:5][CH:4]=1.[CH2:16]([CH:18]1[O:20][CH2:19]1)Br. The catalyst is CN(C)C=O. The product is [O:20]1[CH2:19][CH:18]1[CH2:16][N:14]1[C:13]2[CH:12]=[CH:11][CH:10]=[CH:9][C:8]=2[C:7]2[C:15]1=[CH:3][CH:4]=[CH:5][CH:6]=2. The yield is 0.580.